This data is from Forward reaction prediction with 1.9M reactions from USPTO patents (1976-2016). The task is: Predict the product of the given reaction. (1) Given the reactants COC(C)(C)CO.C(O)(C(F)(F)F)=O.CC1C(C(O)C2OC3C=CC([CH2:31][C:32]([NH:34][CH:35]([C:42]4[CH:47]=[CH:46][C:45]([CH3:48])=[CH:44][C:43]=4[CH3:49])[C:36]4[CH:41]=[CH:40][CH:39]=[CH:38][CH:37]=4)=[O:33])=CC=3C=2)=C(C)ON=1, predict the reaction product. The product is: [CH3:49][C:43]1[CH:44]=[C:45]([CH3:48])[CH:46]=[CH:47][C:42]=1[CH:35]([C:36]1[CH:41]=[CH:40][CH:39]=[CH:38][CH:37]=1)[NH:34][C:32](=[O:33])[CH3:31]. (2) Given the reactants [NH2:1][C:2]1[N:10]=[C:9]2[C:5]([N:6]=CN2CCC(CO)CO)=[CH:4][N:3]=1.[N:18]1[CH:23]=[CH:22][CH:21]=[CH:20][CH:19]=1.[C:24]([O:27][C:28](=[O:30])[CH3:29])(=O)C, predict the reaction product. The product is: [C:28]([O:30][C:9]12[N:18]=[C:23]([CH2:22][CH2:21][CH:20]([CH2:24][O:27][C:28](=[O:30])[CH3:29])[CH3:19])[N:6]=[C:5]1[CH:4]=[N:3][C:2]([NH2:1])=[N:10]2)(=[O:27])[CH3:29]. (3) Given the reactants [CH2:1]([O:3][C:4](=[O:29])[CH2:5][CH2:6][CH2:7][O:8][C:9]1[CH:14]=[CH:13][CH:12]=[C:11]([CH2:15][CH2:16][CH2:17][CH2:18][CH2:19][CH:20]=O)[C:10]=1[CH2:22][CH2:23][C:24]([O:26][CH2:27]C)=[O:25])C.[C:30](=O)([O-])[O-].[K+].[K+].C/C(/[O-])=C(/P(OC)(OC)=O)\[N+]#N, predict the reaction product. The product is: [CH3:1][O:3][C:4](=[O:29])[CH2:5][CH2:6][CH2:7][O:8][C:9]1[CH:14]=[CH:13][CH:12]=[C:11]([CH2:15][CH2:16][CH2:17][CH2:18][CH2:19][C:20]#[CH:30])[C:10]=1[CH2:22][CH2:23][C:24]([O:26][CH3:27])=[O:25].